This data is from Full USPTO retrosynthesis dataset with 1.9M reactions from patents (1976-2016). The task is: Predict the reactants needed to synthesize the given product. (1) Given the product [CH3:17][C:18]([O:21][C:22]([NH:6][C@H:5]([C:7]([OH:9])=[O:8])[CH2:4][C:3]1[C:2]([F:1])=[CH:13][CH:12]=[CH:11][C:10]=1[F:14])=[O:23])([CH3:20])[CH3:19], predict the reactants needed to synthesize it. The reactants are: [F:1][C:2]1[CH:13]=[CH:12][CH:11]=[C:10]([F:14])[C:3]=1[CH2:4][C@@H:5]([C:7]([OH:9])=[O:8])[NH2:6].[OH-].[Na+].[CH3:17][C:18]([O:21][C:22](O[C:22]([O:21][C:18]([CH3:20])([CH3:19])[CH3:17])=[O:23])=[O:23])([CH3:20])[CH3:19].Cl. (2) Given the product [CH2:35]([O:42][CH2:43][C:44]([N:19]([CH2:18][C:17]1[CH:33]=[CH:34][C:14]([C:13]#[C:12][C:9]2[CH:8]=[CH:7][C:6]([CH2:2][CH2:3][CH2:4][CH3:5])=[CH:11][CH:10]=2)=[CH:15][CH:16]=1)[C:20]1[CH:32]=[CH:31][C:23]2[O:24][C:25]([CH3:30])([CH3:29])[O:26][C:27](=[O:28])[C:22]=2[CH:21]=1)=[O:45])[C:36]1[CH:41]=[CH:40][CH:39]=[CH:38][CH:37]=1, predict the reactants needed to synthesize it. The reactants are: Cl.[CH2:2]([C:6]1[CH:11]=[CH:10][C:9]([C:12]#[C:13][C:14]2[CH:34]=[CH:33][C:17]([CH2:18][NH:19][C:20]3[CH:32]=[CH:31][C:23]4[O:24][C:25]([CH3:30])([CH3:29])[O:26][C:27](=[O:28])[C:22]=4[CH:21]=3)=[CH:16][CH:15]=2)=[CH:8][CH:7]=1)[CH2:3][CH2:4][CH3:5].[CH2:35]([O:42][CH2:43][C:44](Cl)=[O:45])[C:36]1[CH:41]=[CH:40][CH:39]=[CH:38][CH:37]=1. (3) Given the product [ClH:24].[O:1]([CH2:8][C@@H:9]([OH:23])[CH2:10][NH:11][C@@H:12]([CH2:15][C:16]1[CH:17]=[CH:18][C:19]([OH:22])=[CH:20][CH:21]=1)[CH2:13][OH:14])[C:2]1[CH:7]=[CH:6][CH:5]=[CH:4][CH:3]=1, predict the reactants needed to synthesize it. The reactants are: [O:1]([CH2:8][C@@H:9]([OH:23])[CH2:10][NH:11][C@@H:12]([CH2:15][C:16]1[CH:21]=[CH:20][C:19]([OH:22])=[CH:18][CH:17]=1)[CH2:13][OH:14])[C:2]1[CH:7]=[CH:6][CH:5]=[CH:4][CH:3]=1.[ClH:24]. (4) Given the product [CH3:1][C:2]1[N:7]2[N:8]=[C:9]([CH2:11][CH2:12][C:13]3[N:17]([CH2:18][C:19]([F:21])([F:20])[F:22])[N:16]=[C:15]([N:23]4[CH2:27][CH2:26][CH2:25][CH2:24]4)[N:14]=3)[N:10]=[C:6]2[C:5]([CH3:28])=[N:4][CH:3]=1, predict the reactants needed to synthesize it. The reactants are: [CH3:1][C:2]1[N:7]2[N:8]=[C:9]([CH:11]=[CH:12][C:13]3[N:17]([CH2:18][C:19]([F:22])([F:21])[F:20])[N:16]=[C:15]([N:23]4[CH2:27][CH2:26][CH2:25][CH2:24]4)[N:14]=3)[N:10]=[C:6]2[C:5]([CH3:28])=[N:4][CH:3]=1. (5) The reactants are: [S-:1][C:2]1[CH:7]=[CH:6][CH:5]=[CH:4][CH:3]=1.[Na+].[Cl:9][C:10]1[CH:15]=[C:14]([Cl:16])[C:13]([O:17][CH3:18])=[CH:12][C:11]=1[NH:19][C:20]1[C:29]2[C:24](=[CH:25][C:26](F)=[C:27]([O:30][CH3:31])[CH:28]=2)[N:23]=[CH:22][C:21]=1[C:33]#[N:34].CN1CCCC1=O.C1(S)C=CC=CC=1.[Na]. Given the product [Cl:9][C:10]1[CH:15]=[C:14]([Cl:16])[C:13]([O:17][CH3:18])=[CH:12][C:11]=1[NH:19][C:20]1[C:29]2[C:24](=[CH:25][C:26]([S:1][C:2]3[CH:7]=[CH:6][CH:5]=[CH:4][CH:3]=3)=[C:27]([O:30][CH3:31])[CH:28]=2)[N:23]=[CH:22][C:21]=1[C:33]#[N:34], predict the reactants needed to synthesize it.